This data is from NCI-60 drug combinations with 297,098 pairs across 59 cell lines. The task is: Regression. Given two drug SMILES strings and cell line genomic features, predict the synergy score measuring deviation from expected non-interaction effect. (1) Drug 1: C1CNP(=O)(OC1)N(CCCl)CCCl. Cell line: NCI-H460. Synergy scores: CSS=0.121, Synergy_ZIP=-2.06, Synergy_Bliss=-6.13, Synergy_Loewe=-4.49, Synergy_HSA=-4.28. Drug 2: CS(=O)(=O)CCNCC1=CC=C(O1)C2=CC3=C(C=C2)N=CN=C3NC4=CC(=C(C=C4)OCC5=CC(=CC=C5)F)Cl. (2) Drug 2: CCN(CC)CCCC(C)NC1=C2C=C(C=CC2=NC3=C1C=CC(=C3)Cl)OC. Synergy scores: CSS=44.3, Synergy_ZIP=7.81, Synergy_Bliss=8.24, Synergy_Loewe=-8.92, Synergy_HSA=9.90. Cell line: UACC62. Drug 1: CC1=C2C(C(=O)C3(C(CC4C(C3C(C(C2(C)C)(CC1OC(=O)C(C(C5=CC=CC=C5)NC(=O)OC(C)(C)C)O)O)OC(=O)C6=CC=CC=C6)(CO4)OC(=O)C)OC)C)OC.